The task is: Predict the product of the given reaction.. This data is from Forward reaction prediction with 1.9M reactions from USPTO patents (1976-2016). (1) Given the reactants [Cl:1][C:2]1[CH:3]=[C:4]([CH:6]=[CH:7][CH:8]=1)[NH2:5].[C:9]1([CH2:15][C:16]#[N:17])[CH:14]=[CH:13][CH:12]=[CH:11][CH:10]=1, predict the reaction product. The product is: [Cl:1][C:2]1[CH:3]=[C:4]([NH:5][C:16](=[NH:17])[CH2:15][C:9]2[CH:14]=[CH:13][CH:12]=[CH:11][CH:10]=2)[CH:6]=[CH:7][CH:8]=1. (2) Given the reactants [F:1][C:2]1[CH:3]=[CH:4][C:5]2[O:9][CH:8]=[C:7]([CH2:10]O)[C:6]=2[CH:12]=1.S(Cl)([Cl:15])=O, predict the reaction product. The product is: [Cl:15][CH2:10][C:7]1[C:6]2[CH:12]=[C:2]([F:1])[CH:3]=[CH:4][C:5]=2[O:9][CH:8]=1. (3) Given the reactants [C:1]([C:3]1[CH:19]=[CH:18][C:6]2[CH2:7][CH2:8][N:9]([C:12](=[O:17])[C:13]([F:16])([F:15])[F:14])[CH2:10][CH2:11][C:5]=2[C:4]=1OS(C(F)(F)F)(=O)=O)#[N:2].[CH2:28]([NH2:35])[C:29]1[CH:34]=[CH:33][CH:32]=[CH:31][CH:30]=1.C1C=CC(P(C2C(C3C(P(C4C=CC=CC=4)C4C=CC=CC=4)=CC=C4C=3C=CC=C4)=C3C(C=CC=C3)=CC=2)C2C=CC=CC=2)=CC=1.C(=O)([O-])[O-].[Cs+].[Cs+], predict the reaction product. The product is: [CH2:28]([NH:35][C:4]1[C:5]2[CH2:11][CH2:10][N:9]([C:12](=[O:17])[C:13]([F:16])([F:15])[F:14])[CH2:8][CH2:7][C:6]=2[CH:18]=[CH:19][C:3]=1[C:1]#[N:2])[C:29]1[CH:34]=[CH:33][CH:32]=[CH:31][CH:30]=1. (4) Given the reactants [CH2:1]([N:8]1[CH:12]=[C:11]([C:13]2[C:21]3[C:16](=[N:17][CH:18]=[C:19](Br)[CH:20]=3)[N:15]([S:23]([C:26]3[CH:32]=[CH:31][C:29]([CH3:30])=[CH:28][CH:27]=3)(=[O:25])=[O:24])[CH:14]=2)[CH:10]=[N:9]1)[C:2]1[CH:7]=[CH:6][CH:5]=[CH:4][CH:3]=1.CC1(C)C(C)(C)OB([C:41]2[CH:42]=[C:43]([NH:47][S:48]([CH3:51])(=[O:50])=[O:49])[CH:44]=[CH:45][CH:46]=2)O1.C(=O)([O-])[O-].[Na+].[Na+], predict the reaction product. The product is: [CH2:1]([N:8]1[CH:12]=[C:11]([C:13]2[C:21]3[C:16](=[N:17][CH:18]=[C:19]([C:41]4[CH:42]=[C:43]([NH:47][S:48]([CH3:51])(=[O:49])=[O:50])[CH:44]=[CH:45][CH:46]=4)[CH:20]=3)[N:15]([S:23]([C:26]3[CH:32]=[CH:31][C:29]([CH3:30])=[CH:28][CH:27]=3)(=[O:25])=[O:24])[CH:14]=2)[CH:10]=[N:9]1)[C:2]1[CH:7]=[CH:6][CH:5]=[CH:4][CH:3]=1.